From a dataset of NCI-60 drug combinations with 297,098 pairs across 59 cell lines. Regression. Given two drug SMILES strings and cell line genomic features, predict the synergy score measuring deviation from expected non-interaction effect. (1) Drug 2: C1CN(P(=O)(OC1)NCCCl)CCCl. Drug 1: C#CCC(CC1=CN=C2C(=N1)C(=NC(=N2)N)N)C3=CC=C(C=C3)C(=O)NC(CCC(=O)O)C(=O)O. Synergy scores: CSS=-1.03, Synergy_ZIP=-1.09, Synergy_Bliss=-3.84, Synergy_Loewe=-2.71, Synergy_HSA=-3.65. Cell line: SK-MEL-5. (2) Synergy scores: CSS=42.7, Synergy_ZIP=1.26, Synergy_Bliss=2.64, Synergy_Loewe=-31.8, Synergy_HSA=3.43. Cell line: A549. Drug 1: C1C(C(OC1N2C=C(C(=O)NC2=O)F)CO)O. Drug 2: C(CCl)NC(=O)N(CCCl)N=O. (3) Drug 1: CC1C(C(CC(O1)OC2CC(CC3=C2C(=C4C(=C3O)C(=O)C5=C(C4=O)C(=CC=C5)OC)O)(C(=O)C)O)N)O.Cl. Drug 2: CC1=C(C(=CC=C1)Cl)NC(=O)C2=CN=C(S2)NC3=CC(=NC(=N3)C)N4CCN(CC4)CCO. Cell line: NCI-H460. Synergy scores: CSS=50.6, Synergy_ZIP=-1.45, Synergy_Bliss=0.284, Synergy_Loewe=1.53, Synergy_HSA=1.99. (4) Drug 1: CN1C2=C(C=C(C=C2)N(CCCl)CCCl)N=C1CCCC(=O)O.Cl. Drug 2: C1C(C(OC1N2C=NC(=NC2=O)N)CO)O. Cell line: UACC62. Synergy scores: CSS=2.68, Synergy_ZIP=-0.595, Synergy_Bliss=0.395, Synergy_Loewe=-2.33, Synergy_HSA=-0.727. (5) Drug 1: CN1C(=O)N2C=NC(=C2N=N1)C(=O)N. Drug 2: CC1CCC2CC(C(=CC=CC=CC(CC(C(=O)C(C(C(=CC(C(=O)CC(OC(=O)C3CCCCN3C(=O)C(=O)C1(O2)O)C(C)CC4CCC(C(C4)OC)OCCO)C)C)O)OC)C)C)C)OC. Cell line: MCF7. Synergy scores: CSS=-2.10, Synergy_ZIP=0.507, Synergy_Bliss=-1.23, Synergy_Loewe=-4.78, Synergy_HSA=-4.00. (6) Drug 2: CN1C(=O)N2C=NC(=C2N=N1)C(=O)N. Cell line: M14. Synergy scores: CSS=-11.3, Synergy_ZIP=4.38, Synergy_Bliss=0.361, Synergy_Loewe=-4.81, Synergy_HSA=-5.53. Drug 1: CN1CCC(CC1)COC2=C(C=C3C(=C2)N=CN=C3NC4=C(C=C(C=C4)Br)F)OC.